This data is from Reaction yield outcomes from USPTO patents with 853,638 reactions. The task is: Predict the reaction yield, written as a fraction of the theoretical maximum amount of product (1.0 means a 100% yield; for example, 0.34 means a 34% yield). (1) The product is [F:1][C:2]1[CH:3]=[CH:4][C:5]([N:8]2[C:16]3[C:11](=[CH:12][C:13]([C:17]([OH:19])=[O:18])=[CH:14][CH:15]=3)[CH:10]=[CH:9]2)=[CH:6][CH:7]=1. The catalyst is O. The reactants are [F:1][C:2]1[CH:7]=[CH:6][C:5]([N:8]2[C:16]3[C:11](=[CH:12][C:13]([C:17]([O:19]C)=[O:18])=[CH:14][CH:15]=3)[CH:10]=[CH:9]2)=[CH:4][CH:3]=1.C1COCC1.[OH-].[Li+].Cl. The yield is 0.970. (2) The reactants are [CH3:1][O:2][C:3]1[CH:4]=[C:5]2[C:10](=[CH:11][C:12]=1[O:13][CH3:14])[N:9]=[CH:8][CH:7]=[C:6]2[O:15][C:16]1[CH:22]=[CH:21][C:19]([NH2:20])=[C:18]([CH3:23])[CH:17]=1.C(N(CC)CC)C.ClC(Cl)(O[C:35](=[O:41])OC(Cl)(Cl)Cl)Cl.[Br:43][C:44]1[CH:45]=[C:46]([C@H:50]([NH2:52])[CH3:51])[CH:47]=[CH:48][CH:49]=1. The catalyst is C(Cl)(Cl)Cl. The product is [Br:43][C:44]1[CH:45]=[C:46]([C@H:50]([NH:52][C:35]([NH:20][C:19]2[CH:21]=[CH:22][C:16]([O:15][C:6]3[C:5]4[C:10](=[CH:11][C:12]([O:13][CH3:14])=[C:3]([O:2][CH3:1])[CH:4]=4)[N:9]=[CH:8][CH:7]=3)=[CH:17][C:18]=2[CH3:23])=[O:41])[CH3:51])[CH:47]=[CH:48][CH:49]=1. The yield is 0.120. (3) The reactants are [O:1]1[CH:3]([CH2:4][O:5][C:6]2[CH:11]=[CH:10][CH:9]=[CH:8][CH:7]=2)[CH2:2]1.[C:12]([OH:17])(=[O:16])[C:13]([CH3:15])=[CH2:14].C(N(CC)CC)C. The catalyst is C(Cl)Cl. The product is [C:12]([O:17][CH2:2][CH:3]([OH:1])[CH2:4][O:5][C:6]1[CH:11]=[CH:10][CH:9]=[CH:8][CH:7]=1)(=[O:16])[C:13]([CH3:15])=[CH2:14]. The yield is 0.850. (4) The product is [CH2:28]([O:4][CH2:3][CH2:2][CH2:1][OH:5])[CH2:27][CH2:26][CH2:25][CH2:24][CH2:23][CH2:22][CH2:21][CH2:20][CH2:19][CH2:18][CH2:17][CH2:16][CH2:15][CH2:14][CH3:13]. The catalyst is CN1C(=O)CCC1.O.CO. The reactants are [CH2:1]([OH:5])[CH2:2][CH2:3][OH:4].[H-].[Na+].CS(O[CH2:13][CH2:14][CH2:15][CH2:16][CH2:17][CH2:18][CH2:19][CH2:20][CH2:21][CH2:22][CH2:23][CH2:24][CH2:25][CH2:26][CH2:27][CH3:28])(=O)=O. The yield is 0.770.